From a dataset of Full USPTO retrosynthesis dataset with 1.9M reactions from patents (1976-2016). Predict the reactants needed to synthesize the given product. (1) Given the product [Cl:8][C:9]1[N:14]=[C:13]([NH:1][C:2]2[CH:7]=[CH:6][CH:5]=[CH:4][CH:3]=2)[C:12]([Cl:16])=[CH:11][N:10]=1, predict the reactants needed to synthesize it. The reactants are: [NH2:1][C:2]1[CH:7]=[CH:6][CH:5]=[CH:4][CH:3]=1.[Cl:8][C:9]1[N:14]=[C:13](Cl)[C:12]([Cl:16])=[CH:11][N:10]=1.C(=O)([O-])[O-].[K+].[K+]. (2) Given the product [Br:1][C:2]1[C:3]([Cl:9])=[N:4][CH:5]=[CH:6][C:7]=1[NH:8][C:19](=[O:21])[CH3:20], predict the reactants needed to synthesize it. The reactants are: [Br:1][C:2]1[C:3]([Cl:9])=[N:4][CH:5]=[CH:6][C:7]=1[NH2:8].CCN(C(C)C)C(C)C.[C:19](Cl)(=[O:21])[CH3:20]. (3) Given the product [NH2:20][CH2:19][CH2:18][NH:21][C:2]1[CH:7]=[C:6]([N:8]2[CH2:12][CH2:11][CH2:10][CH2:9]2)[N:5]=[C:4]([N:13]([CH2:16][CH3:17])[CH2:14][CH3:15])[N:3]=1, predict the reactants needed to synthesize it. The reactants are: Cl[C:2]1[CH:7]=[C:6]([N:8]2[CH2:12][CH2:11][CH2:10][CH2:9]2)[N:5]=[C:4]([N:13]([CH2:16][CH3:17])[CH2:14][CH3:15])[N:3]=1.[CH2:18]([NH2:21])[CH2:19][NH2:20]. (4) The reactants are: [C:1]([C:3]1[C:7]2[N:8]=[CH:9][N:10]=[C:11]([S:12][CH3:13])[C:6]=2[S:5][CH:4]=1)#[CH:2].I[C:15]1[CH:16]=[C:17]([CH:23]=[CH:24][C:25]=1[CH3:26])[C:18]([O:20][CH2:21][CH3:22])=[O:19].C(N(C(C)C)CC)(C)C. Given the product [CH3:26][C:25]1[CH:24]=[CH:23][C:17]([C:18]([O:20][CH2:21][CH3:22])=[O:19])=[CH:16][C:15]=1[C:2]#[C:1][C:3]1[C:7]2[N:8]=[CH:9][N:10]=[C:11]([S:12][CH3:13])[C:6]=2[S:5][CH:4]=1, predict the reactants needed to synthesize it. (5) Given the product [F:20][C:2]([F:1])([F:19])[O:3][C:4]1[CH:5]=[CH:6][C:7]([C:10]2[CH:18]=[CH:17][CH:16]=[C:15]3[C:11]=2[CH2:12][C:13](=[O:44])[NH:14]3)=[CH:8][CH:9]=1, predict the reactants needed to synthesize it. The reactants are: [F:1][C:2]([F:20])([F:19])[O:3][C:4]1[CH:9]=[CH:8][C:7]([C:10]2[CH:18]=[CH:17][CH:16]=[C:15]3[C:11]=2[CH:12]=[CH:13][NH:14]3)=[CH:6][CH:5]=1.[Br-].[Br-].[Br-].[NH+]1C=CC=CC=1.[NH+]1C=CC=CC=1.[NH+]1C=CC=CC=1.C(O)(=[O:44])C. (6) Given the product [CH3:3][C:4]1([C:9]2[N:10]=[C:11]([CH2:15][N:16]3[CH:20]=[C:19]([NH2:21])[CH:18]=[N:17]3)[CH:12]=[CH:13][CH:14]=2)[O:8][CH2:7][CH2:6][O:5]1, predict the reactants needed to synthesize it. The reactants are: N#N.[CH3:3][C:4]1([C:9]2[CH:14]=[CH:13][CH:12]=[C:11]([CH2:15][N:16]3[CH:20]=[C:19]([N+:21]([O-])=O)[CH:18]=[N:17]3)[N:10]=2)[O:8][CH2:7][CH2:6][O:5]1.[NH4+].[Cl-]. (7) Given the product [CH3:41][S:42]([CH2:45][C:46]([N:26]1[CH2:25][C:21]2([C:22]3[C:18](=[CH:17][C:16]([C:14]4[CH2:15][C:11]([C:5]5[CH:4]=[C:3]([Cl:2])[C:8]([Cl:9])=[C:7]([Cl:10])[CH:6]=5)([C:28]([F:30])([F:29])[F:31])[CH2:12][N:13]=4)=[CH:24][CH:23]=3)[CH2:19][O:20]2)[CH2:27]1)=[O:47])(=[O:44])=[O:43], predict the reactants needed to synthesize it. The reactants are: Cl.[Cl:2][C:3]1[CH:4]=[C:5]([C:11]2([C:28]([F:31])([F:30])[F:29])[CH2:15][C:14]([C:16]3[CH:17]=[C:18]4[C:22](=[CH:23][CH:24]=3)[C:21]3([CH2:27][NH:26][CH2:25]3)[O:20][CH2:19]4)=[N:13][CH2:12]2)[CH:6]=[C:7]([Cl:10])[C:8]=1[Cl:9].CCN(C(C)C)C(C)C.[CH3:41][S:42]([CH2:45][C:46](O)=[O:47])(=[O:44])=[O:43].C(P1(=O)OP(CCC)(=O)OP(CCC)(=O)O1)CC. (8) Given the product [Cl:1][C:2]1[CH:3]=[CH:4][C:5]([CH2:6][NH:7][C:8]([C:10]2[C:11](=[O:24])[C:12]3[CH:21]=[C:20]([CH2:22][N:30]4[CH2:31][CH2:32][CH2:33][C@@H:29]4[C@@H:28]([OH:27])[C:34]4[CH:39]=[CH:38][CH:37]=[CH:36][CH:35]=4)[S:19][C:13]=3[N:14]([CH2:16][CH2:17][CH3:18])[CH:15]=2)=[O:9])=[CH:25][CH:26]=1, predict the reactants needed to synthesize it. The reactants are: [Cl:1][C:2]1[CH:26]=[CH:25][C:5]([CH2:6][NH:7][C:8]([C:10]2[C:11](=[O:24])[C:12]3[CH:21]=[C:20]([CH2:22]Cl)[S:19][C:13]=3[N:14]([CH2:16][CH2:17][CH3:18])[CH:15]=2)=[O:9])=[CH:4][CH:3]=1.[OH:27][CH:28]([C:34]1[CH:39]=[CH:38][CH:37]=[CH:36][CH:35]=1)[CH:29]1[CH2:33][CH2:32][CH2:31][NH:30]1. (9) Given the product [Cl:15][CH2:16][C:17]([N:11]1[CH2:12][CH2:13][CH:8]([O:7][C:4]2[CH:3]=[CH:2][C:1]([CH3:14])=[CH:6][CH:5]=2)[CH2:9][CH2:10]1)=[O:18], predict the reactants needed to synthesize it. The reactants are: [C:1]1([CH3:14])[CH:6]=[CH:5][C:4]([O:7][CH:8]2[CH2:13][CH2:12][NH:11][CH2:10][CH2:9]2)=[CH:3][CH:2]=1.[Cl:15][CH2:16][C:17](Cl)=[O:18].